Dataset: Full USPTO retrosynthesis dataset with 1.9M reactions from patents (1976-2016). Task: Predict the reactants needed to synthesize the given product. (1) The reactants are: Cl.[NH2:2][C@@H:3]1[CH2:7][CH2:6][C@@:5]([C:11]([N:13]2[CH2:18][CH2:17][C:16]([C:20]3[CH:25]=[CH:24][CH:23]=[CH:22][C:21]=3[C:26]([F:29])([F:28])[F:27])([OH:19])[CH2:15][CH2:14]2)=[O:12])([CH:8]([CH3:10])[CH3:9])[CH2:4]1.[CH3:30][O:31][CH:32]1[C:37](=O)[CH2:36][CH2:35][O:34][CH2:33]1.C([N:41](CC)CC)C.[C:46](O[BH-](OC(=O)C)OC(=O)C)(=[O:48])C.[Na+].C([O-])(O)=O.[Na+]. Given the product [NH4+:2].[OH-:12].[NH4+:41].[OH-:31].[CH3:46][OH:48].[CH:8]([C@:5]1([C:11]([N:13]2[CH2:18][CH2:17][C:16]([C:20]3[CH:25]=[CH:24][CH:23]=[CH:22][C:21]=3[C:26]([F:29])([F:27])[F:28])([OH:19])[CH2:15][CH2:14]2)=[O:12])[CH2:6][CH2:7][C@@H:3]([NH:2][CH:37]2[CH2:36][CH2:35][O:34][CH2:33][CH:32]2[O:31][CH3:30])[CH2:4]1)([CH3:10])[CH3:9], predict the reactants needed to synthesize it. (2) Given the product [CH3:28][N:29]1[CH2:34][CH2:33][N:32]([C:35]2[C:36]3[N:42]=[C:16]([CH2:15][N:1]4[C@H:14]5[C@H:5]([CH2:6][CH2:7][C:8]6[C:13]5=[N:12][CH:11]=[CH:10][CH:9]=6)[CH2:4][CH2:3][CH2:2]4)[NH:41][C:37]=3[CH:38]=[CH:39][CH:40]=2)[CH2:31][CH2:30]1, predict the reactants needed to synthesize it. The reactants are: [N:1]1([CH2:15][C:16](OCC2C=CC=CC=2)=O)[C@H:14]2[C@H:5]([CH2:6][CH2:7][C:8]3[C:13]2=[N:12][CH:11]=[CH:10][CH:9]=3)[CH2:4][CH2:3][CH2:2]1.[H][H].[CH3:28][N:29]1[CH2:34][CH2:33][N:32]([C:35]2[CH:40]=[CH:39][CH:38]=[C:37]([NH2:41])[C:36]=2[NH2:42])[CH2:31][CH2:30]1.C(N(CC)C(C)C)(C)C.O=C1N(P(Cl)(N2CCOC2=O)=O)CCO1. (3) Given the product [Cl:7][C:8]1[CH:9]=[CH:10][C:11]2[N:12]([C:14]([CH:28]3[CH:27]=[CH:26][N:25]([C:2]([O:4][CH2:5][CH3:6])=[O:3])[N:24]=[CH:29]3)=[C:15]([C:17]3[CH:18]=[CH:19][C:20]([F:23])=[CH:21][CH:22]=3)[N:16]=2)[N:13]=1, predict the reactants needed to synthesize it. The reactants are: Cl[C:2]([O:4][CH2:5][CH3:6])=[O:3].[Cl:7][C:8]1[CH:9]=[CH:10][C:11]2[N:12]([CH:14]=[C:15]([C:17]3[CH:22]=[CH:21][C:20]([F:23])=[CH:19][CH:18]=3)[N:16]=2)[N:13]=1.[N:24]1[CH:29]=[CH:28][CH:27]=[CH:26][N:25]=1. (4) Given the product [F:1][C:2]([F:15])([F:14])[C:3]1[CH:8]=[CH:7][C:6]([C@H:9]([Br:23])[CH2:10][CH2:11][CH3:12])=[CH:5][CH:4]=1, predict the reactants needed to synthesize it. The reactants are: [F:1][C:2]([F:15])([F:14])[C:3]1[CH:8]=[CH:7][C:6]([C@@H:9](O)[CH2:10][CH2:11][CH3:12])=[CH:5][CH:4]=1.[O-]S([O-])(=O)=O.[Mg+2].C(Br)(Br)(Br)[Br:23].C1(P(C2C=CC=CC=2)C2C=CC=CC=2)C=CC=CC=1. (5) Given the product [Br:7][C:6]1[N:5]([CH2:8][C:9]2[CH:14]=[CH:13][C:12]([F:15])=[CH:11][CH:10]=2)[C:4]2=[CH:16][N:17]=[C:28]([C:29]([O:31][CH2:32][CH3:33])=[O:30])[C:34]([OH:36])=[C:3]2[C:2]=1[Br:1], predict the reactants needed to synthesize it. The reactants are: [Br:1][C:2]1[C:3]([C:34]([O:36]CC)=O)=[C:4]([CH2:16][N:17]([CH2:28][C:29]([O:31][CH2:32][CH3:33])=[O:30])S(C2C=CC(C)=CC=2)(=O)=O)[N:5]([CH2:8][C:9]2[CH:14]=[CH:13][C:12]([F:15])=[CH:11][CH:10]=2)[C:6]=1[Br:7].[Li+].C[Si]([N-][Si](C)(C)C)(C)C. (6) Given the product [F:22][C:19]1[CH:20]=[CH:21][C:16]([N:15]2[C:11]([CH2:10][CH2:9][OH:8])=[CH:12][C:13]([C:28]([NH:30][C:31]3[CH:36]=[CH:35][C:34]([S:37]([CH3:40])(=[O:39])=[O:38])=[CH:33][CH:32]=3)=[O:29])=[C:14]2[CH3:27])=[C:17]([C:23]([F:24])([F:26])[F:25])[CH:18]=1, predict the reactants needed to synthesize it. The reactants are: C([O:8][CH2:9][CH2:10][C:11]1[N:15]([C:16]2[CH:21]=[CH:20][C:19]([F:22])=[CH:18][C:17]=2[C:23]([F:26])([F:25])[F:24])[C:14]([CH3:27])=[C:13]([C:28]([NH:30][C:31]2[CH:36]=[CH:35][C:34]([S:37]([CH3:40])(=[O:39])=[O:38])=[CH:33][CH:32]=2)=[O:29])[CH:12]=1)C1C=CC=CC=1. (7) Given the product [N:1]([CH2:4][C:5]1([O:22][CH3:26])[CH2:10][CH2:9][N:8]([CH2:11][CH2:12][O:13][CH2:14][CH2:15][C:16]2[CH:17]=[CH:18][CH:19]=[CH:20][CH:21]=2)[CH2:7][CH2:6]1)=[N+:2]=[N-:3], predict the reactants needed to synthesize it. The reactants are: [N:1]([CH2:4][C:5]1([OH:22])[CH2:10][CH2:9][N:8]([CH2:11][CH2:12][O:13][CH2:14][CH2:15][C:16]2[CH:21]=[CH:20][CH:19]=[CH:18][CH:17]=2)[CH2:7][CH2:6]1)=[N+:2]=[N-:3].[H-].[Na+].I[CH3:26].